This data is from Reaction yield outcomes from USPTO patents with 853,638 reactions. The task is: Predict the reaction yield, written as a fraction of the theoretical maximum amount of product (1.0 means a 100% yield; for example, 0.34 means a 34% yield). (1) The reactants are [C:1]([NH:5][C:6](=[O:8])[O-])(C)(C)[CH3:2].[OH-:9].[Na+].[C:11]([O:15]Cl)([CH3:14])([CH3:13])[CH3:12].CC[C@@H]1[C@@H]2C[C@H]([C@@H](OC3[C:50]4[C:45](=[CH:46][CH:47]=[CH:48][CH:49]=4)[C:44]([O:51][C@@H:52]([C:63]4C=CN=C5[C:64]=4[CH:65]=[C:66]([O:73][CH3:74])[CH:67]=C5)[C@@H]4N5C[C@H](CC)[C@@H](CC5)C4)=NN=3)C3C=CN=C4C=3C=C(OC)C=C4)N(CC2)C1.C=CC1C=CC=CC=1. The catalyst is C(O)CC.CCOC(C)=O. The product is [C:11]([O:15][C:6](=[O:8])[NH:5][C@H:1]([C:65]1[CH:64]=[CH:63][C:52]([O:51][CH2:44][C:45]2[CH:46]=[CH:47][CH:48]=[CH:49][CH:50]=2)=[CH:67][C:66]=1[O:73][CH3:74])[CH2:2][OH:9])([CH3:14])([CH3:13])[CH3:12]. The yield is 0.300. (2) The reactants are C([O:8][C:9]1[CH:14]=[C:13]([O:15]CC2C=CC=CC=2)[C:12]([C:23]([CH3:25])=[CH2:24])=[CH:11][C:10]=1[C:26]([N:28]1[CH2:36][C:35]2[C:30](=[CH:31][CH:32]=[C:33]([C:37]3([OH:44])[CH2:42][CH2:41][N:40]([CH3:43])[CH2:39][CH2:38]3)[CH:34]=2)[CH2:29]1)=[O:27])C1C=CC=CC=1. The catalyst is CO.[Pd]. The product is [OH:8][C:9]1[CH:14]=[C:13]([OH:15])[C:12]([CH:23]([CH3:25])[CH3:24])=[CH:11][C:10]=1[C:26]([N:28]1[CH2:36][C:35]2[C:30](=[CH:31][CH:32]=[C:33]([C:37]3([OH:44])[CH2:42][CH2:41][N:40]([CH3:43])[CH2:39][CH2:38]3)[CH:34]=2)[CH2:29]1)=[O:27]. The yield is 1.00. (3) The reactants are [CH3:1][O:2][C:3]1[CH:4]=[C:5]([CH:8]=[C:9]([O:13][CH3:14])[C:10]=1[O:11][CH3:12])[CH:6]=[O:7].[BH4-].[Na+].O. The product is [O:2]([C:3]1[CH:4]=[C:5]([CH:8]=[C:9]([O:13][CH3:14])[C:10]=1[O:11][CH3:12])[CH2:6][OH:7])[CH3:1]. No catalyst specified. The yield is 0.927. (4) The reactants are C[O:2][C:3]([C:5]1[N:6]=[CH:7][N:8]([C:10]([C:23]2[CH:28]=[CH:27][CH:26]=[CH:25][CH:24]=2)([C:17]2[CH:22]=[CH:21][CH:20]=[CH:19][CH:18]=2)[C:11]2[CH:16]=[CH:15][CH:14]=[CH:13][CH:12]=2)[CH:9]=1)=[O:4].[OH-].[Na+].Cl. The catalyst is CO.O.C(OCC)(=O)C. The product is [C:10]([N:8]1[CH:9]=[C:5]([C:3]([OH:4])=[O:2])[N:6]=[CH:7]1)([C:17]1[CH:22]=[CH:21][CH:20]=[CH:19][CH:18]=1)([C:11]1[CH:16]=[CH:15][CH:14]=[CH:13][CH:12]=1)[C:23]1[CH:28]=[CH:27][CH:26]=[CH:25][CH:24]=1. The yield is 0.951. (5) The reactants are [N+:1]([C:4]1[CH:9]=[CH:8][CH:7]=[CH:6][C:5]=1[S:10](Cl)(=[O:12])=[O:11])([O-:3])=[O:2].Cl.[CH2:15]([O:22][NH2:23])[C:16]1[CH:21]=[CH:20][CH:19]=[CH:18][CH:17]=1. The yield is 0.626. The product is [CH2:15]([O:22][NH:23][S:10]([C:5]1[CH:6]=[CH:7][CH:8]=[CH:9][C:4]=1[N+:1]([O-:3])=[O:2])(=[O:12])=[O:11])[C:16]1[CH:21]=[CH:20][CH:19]=[CH:18][CH:17]=1. The catalyst is N1C=CC=CC=1.